From a dataset of Full USPTO retrosynthesis dataset with 1.9M reactions from patents (1976-2016). Predict the reactants needed to synthesize the given product. (1) Given the product [C:5]([C:4]1[CH:7]=[CH:8][C:9]([N:10]2[C:13](=[O:39])[C:15]3([CH2:18][CH2:17][CH2:16]3)[N:19]([C:20]3[CH:29]=[CH:28][C:23]([C:24]([NH:26][CH3:27])=[O:25])=[C:22]([F:30])[CH:21]=3)[C:11]2=[S:12])=[CH:2][C:3]=1[O:33][CH3:31])#[N:6], predict the reactants needed to synthesize it. The reactants are: Cl[C:2]1[CH:3]=[C:4]([CH:7]=[CH:8][C:9]=1[N:10]=[C:11]=[S:12])[C:5]#[N:6].[C:13]([C:15]1([NH:19][C:20]2[CH:29]=[CH:28][C:23]([C:24]([NH:26][CH3:27])=[O:25])=[C:22]([F:30])[CH:21]=2)[CH2:18][CH2:17][CH2:16]1)#N.[CH2:31]([OH:33])C.Cl.CN(C=[O:39])C. (2) Given the product [C:1]([NH:4][C@H:5]1[CH2:10][CH2:9][CH2:8][C@H:7]([C:11]([NH2:15])=[O:13])[CH2:6]1)(=[O:3])[CH3:2], predict the reactants needed to synthesize it. The reactants are: [C:1]([NH:4][C@H:5]1[CH2:10][CH2:9][CH2:8][C@H:7]([C:11]([O:13]C)=O)[CH2:6]1)(=[O:3])[CH3:2].[NH3:15].